Dataset: Reaction yield outcomes from USPTO patents with 853,638 reactions. Task: Predict the reaction yield, written as a fraction of the theoretical maximum amount of product (1.0 means a 100% yield; for example, 0.34 means a 34% yield). (1) The reactants are Br[C:2]1[C:3]([NH2:18])=[N:4][CH:5]=[C:6]([C:8]2[CH:13]=[CH:12][C:11]([S:14]([CH3:17])(=[O:16])=[O:15])=[CH:10][CH:9]=2)[N:7]=1.[C:19]1([S:25]([NH2:28])(=[O:27])=[O:26])[CH:24]=[CH:23][CH:22]=[CH:21][CH:20]=1.[C@@H]1(N)CCCC[C@H]1N.C([O-])([O-])=O.[K+].[K+]. The catalyst is O1CCOCC1. The product is [NH2:18][C:3]1[C:2]([NH:28][S:25]([C:19]2[CH:24]=[CH:23][CH:22]=[CH:21][CH:20]=2)(=[O:27])=[O:26])=[N:7][C:6]([C:8]2[CH:13]=[CH:12][C:11]([S:14]([CH3:17])(=[O:16])=[O:15])=[CH:10][CH:9]=2)=[CH:5][N:4]=1. The yield is 0.0365. (2) The reactants are [OH:1][C:2]1[CH:14]=[CH:13][C:12]([N+:15]([O-:17])=[O:16])=[CH:11][C:3]=1[C:4]([O:6][C:7]([CH3:10])([CH3:9])[CH3:8])=[O:5].[H-].[Na+].Br[CH:21]([C:28]1[CH:33]=[CH:32][CH:31]=[CH:30][CH:29]=1)[C:22]1[CH:27]=[CH:26][CH:25]=[CH:24][CH:23]=1. The catalyst is CN(C=O)C. The product is [CH:21]([O:1][C:2]1[CH:14]=[CH:13][C:12]([N+:15]([O-:17])=[O:16])=[CH:11][C:3]=1[C:4]([O:6][C:7]([CH3:10])([CH3:9])[CH3:8])=[O:5])([C:22]1[CH:27]=[CH:26][CH:25]=[CH:24][CH:23]=1)[C:28]1[CH:33]=[CH:32][CH:31]=[CH:30][CH:29]=1. The yield is 0.306. (3) The catalyst is C1COCC1. The yield is 0.200. The reactants are [N:1]([CH2:4][CH2:5][CH2:6][C:7]1([C:20]2[CH:25]=[CH:24][CH:23]=[CH:22][CH:21]=2)[NH:11][N:10]=[C:9]([C:12]2[CH:17]=[C:16]([F:18])[CH:15]=[CH:14][C:13]=2[F:19])[S:8]1)=[N+:2]=[N-:3].[C:26]([N:33]1C=CN=C1)(N1C=CN=C1)=[S:27].[NH2:38]N. The product is [N:1]([CH2:4][CH2:5][CH2:6][C:7]1([C:20]2[CH:25]=[CH:24][CH:23]=[CH:22][CH:21]=2)[N:11]([C:26](=[S:27])[NH:33][NH2:38])[N:10]=[C:9]([C:12]2[CH:17]=[C:16]([F:18])[CH:15]=[CH:14][C:13]=2[F:19])[S:8]1)=[N+:2]=[N-:3]. (4) The reactants are [CH2:1]([N:8]1[CH2:20][C@H:19]2[C@:10](C(OCC)=O)([C:11](=[O:24])[N:12]3[CH2:23][CH2:22][CH2:21][C:14]4[CH:15]=[CH:16][CH:17]=[C:18]2[C:13]3=4)[CH2:9]1)[C:2]1[CH:7]=[CH:6][CH:5]=[CH:4][CH:3]=1.Cl. The catalyst is O1CCOCC1. The product is [CH2:1]([N:8]1[CH2:20][C@H:19]2[C@H:10]([C:11](=[O:24])[N:12]3[CH2:23][CH2:22][CH2:21][C:14]4[CH:15]=[CH:16][CH:17]=[C:18]2[C:13]3=4)[CH2:9]1)[C:2]1[CH:3]=[CH:4][CH:5]=[CH:6][CH:7]=1. The yield is 0.940. (5) The reactants are C([O:8][C:9]1[CH:10]=[CH:11][C:12]([O:28][CH3:29])=[C:13](/[C:15](/[C:22]2[S:23][C:24]([CH3:27])=[CH:25][N:26]=2)=[CH:16]/[C:17]([O:19][CH2:20][CH3:21])=[O:18])[CH:14]=1)C1C=CC=CC=1.CC(O)=O.O. The catalyst is CCO.C1COCC1.[Pd]. The product is [OH:8][C:9]1[CH:10]=[CH:11][C:12]([O:28][CH3:29])=[C:13]([CH:15]([C:22]2[S:23][C:24]([CH3:27])=[CH:25][N:26]=2)[CH2:16][C:17]([O:19][CH2:20][CH3:21])=[O:18])[CH:14]=1. The yield is 0.600. (6) The reactants are [Cl:1][C:2]1[CH:3]=[C:4](B(O)O)[CH:5]=[CH:6][CH:7]=1.[Cl:11][C:12]1[C:13]([C:19]#[N:20])=[N:14][CH:15]=[C:16](Cl)[CH:17]=1.C([O-])([O-])=O.[K+].[K+].CN(C)C=O. The catalyst is C1C=CC(P(C2C=CC=CC=2)[C-]2C=CC=C2)=CC=1.C1C=CC(P(C2C=CC=CC=2)[C-]2C=CC=C2)=CC=1.Cl[Pd]Cl.[Fe+2].C(OCC)(=O)C.CO.O. The product is [Cl:1][C:2]1[CH:3]=[C:4]([C:16]2[CH:17]=[C:12]([Cl:11])[C:13]([C:19]#[N:20])=[N:14][CH:15]=2)[CH:5]=[CH:6][CH:7]=1. The yield is 0.730. (7) The reactants are [Cl:1][C:2]1[N:7]=[C:6]([C:8]([OH:10])=O)[C:5]([CH3:11])=[CH:4][CH:3]=1.[NH2:12][CH2:13][CH:14]1[CH2:16][CH2:15]1.CCN=C=NCCCN(C)C.Cl. The catalyst is C(Cl)Cl. The product is [Cl:1][C:2]1[N:7]=[C:6]([C:8]([NH:12][CH2:13][CH:14]2[CH2:16][CH2:15]2)=[O:10])[C:5]([CH3:11])=[CH:4][CH:3]=1. The yield is 0.280.